This data is from Forward reaction prediction with 1.9M reactions from USPTO patents (1976-2016). The task is: Predict the product of the given reaction. (1) Given the reactants [F:1][C:2]1[CH:3]=[CH:4][CH:5]=[C:6]2[C:10]=1[NH:9][C:8](=[O:11])[CH2:7]2.Cl[C:13]1[N:18]=[C:17]([O:19][CH3:20])[N:16]=[C:15]([CH3:21])[N:14]=1, predict the reaction product. The product is: [F:1][C:2]1[CH:3]=[CH:4][CH:5]=[C:6]2[C:10]=1[NH:9][C:8](=[O:11])[CH:7]2[C:13]1[N:18]=[C:17]([O:19][CH3:20])[N:16]=[C:15]([CH3:21])[N:14]=1. (2) Given the reactants [NH2:1][C:2]1[CH:7]=[C:6]([N+:8]([O-:10])=[O:9])[CH:5]=[CH:4][C:3]=1[CH2:11]O.[K].CCSC(N(CC(C)C)CC(C)C)=[O:18].[CH2:28](Br)[CH:29]=[CH2:30], predict the reaction product. The product is: [CH2:28]([O:18][C:4]1[C:3]([CH3:11])=[C:2]([NH2:1])[CH:7]=[C:6]([N+:8]([O-:10])=[O:9])[CH:5]=1)[CH:29]=[CH2:30]. (3) Given the reactants [Br:1][C:2]1[CH:10]=[C:9]2[C:5]([C:6]([CH2:21][OH:22])([CH2:19][OH:20])[C:7](=[O:18])[N:8]2C(OC(C)(C)C)=O)=[CH:4][CH:3]=1.C(O)(C(F)(F)F)=O, predict the reaction product. The product is: [Br:1][C:2]1[CH:10]=[C:9]2[C:5]([C:6]([CH2:19][OH:20])([CH2:21][OH:22])[C:7](=[O:18])[NH:8]2)=[CH:4][CH:3]=1.